Task: Predict the product of the given reaction.. Dataset: Forward reaction prediction with 1.9M reactions from USPTO patents (1976-2016) (1) Given the reactants [F:1][C:2]1[CH:7]=[CH:6][C:5]([N:8]2[C:16]3[C:11](=[CH:12][C:13](OS(C(F)(F)F)(=O)=O)=[CH:14][CH:15]=3)[CH:10]=[CH:9]2)=[CH:4][CH:3]=1.[CH2:25]([OH:28])[C:26]#[CH:27], predict the reaction product. The product is: [F:1][C:2]1[CH:7]=[CH:6][C:5]([N:8]2[C:16]3[C:11](=[CH:12][C:13]([C:27]#[C:26][CH2:25][OH:28])=[CH:14][CH:15]=3)[CH:10]=[CH:9]2)=[CH:4][CH:3]=1. (2) Given the reactants [CH3:1][N:2]1[C:6]([C:7]2[C:8](=[O:33])[NH:9][C:10](=[O:32])[N:11]([CH2:13][CH2:14][CH2:15][N:16]3[CH2:21][C@H:20]4[C@:18]([C:22]5[CH:27]=[CH:26][C:25]([C:28]([F:31])([F:30])[F:29])=[CH:24][CH:23]=5)([CH2:19]4)[CH2:17]3)[CH:12]=2)=[CH:5][N:4]=[CH:3]1.[ClH:34], predict the reaction product. The product is: [ClH:34].[CH3:1][N:2]1[C:6]([C:7]2[C:8](=[O:33])[NH:9][C:10](=[O:32])[N:11]([CH2:13][CH2:14][CH2:15][N:16]3[CH2:21][C@H:20]4[C@:18]([C:22]5[CH:27]=[CH:26][C:25]([C:28]([F:29])([F:30])[F:31])=[CH:24][CH:23]=5)([CH2:19]4)[CH2:17]3)[CH:12]=2)=[CH:5][N:4]=[CH:3]1.